Dataset: Full USPTO retrosynthesis dataset with 1.9M reactions from patents (1976-2016). Task: Predict the reactants needed to synthesize the given product. (1) Given the product [CH3:1][C:2]1[C:3]([NH:12][C@H:13]2[CH2:17][CH2:16][CH2:15][C@@H:14]2[NH:18][C:19](=[O:20])[C:21]2[CH:33]=[CH:23][CH:24]=[CH:25][C:26]=2[N:27]2[N:28]=[CH:29][CH:30]=[N:31]2)=[N:4][CH:5]=[C:6]([C:8]([F:9])([F:10])[F:11])[N:7]=1, predict the reactants needed to synthesize it. The reactants are: [CH3:1][C:2]1[C:3]([NH:12][C@H:13]2[CH2:17][CH2:16][CH2:15][C@@H:14]2[NH:18][C:19]([C:21]2[C:26]([N:27]3[N:31]=[CH:30][CH:29]=[N:28]3)=[CH:25][CH:24]=[CH:23]N=2)=[O:20])=[N:4][CH:5]=[C:6]([C:8]([F:11])([F:10])[F:9])[N:7]=1.Cl.[CH3:33]N(C1C=NC(C(F)(F)F)=CN=1)[C@H]1CCC[C@@H]1N.N1N(C2C=CC=CC=2C(O)=O)N=CC=1. (2) Given the product [C:14]([O:18][C:19]([NH:21][C@H:22]([C:32]([NH:74][C@H:75]([C:77]([O:79][CH2:80][CH2:81][O:82][C:83]1[CH:88]=[CH:87][C:86]([C:89]2[C:94]([C:95]#[N:96])=[C:93]([N:97]3[CH2:98][CH2:99][CH2:100][CH2:101]3)[N:92]=[C:91]([S:102][CH2:103][C:104]3[N:105]=[C:106]([C:8]4[CH:9]=[CH:10][C:11]([Cl:35])=[CH:12][CH:13]=4)[S:107][CH:108]=3)[C:90]=2[C:116]#[N:117])=[CH:85][CH:84]=1)=[O:78])[CH3:76])=[O:34])[CH2:23][NH:24][C:25]([O:27][C:28]([CH3:29])([CH3:30])[CH3:31])=[O:26])=[O:20])([CH3:15])([CH3:16])[CH3:17], predict the reactants needed to synthesize it. The reactants are: C1(N[CH:8]2[CH2:13][CH2:12][CH2:11][CH2:10][CH2:9]2)CCCCC1.[C:14]([O:18][C:19]([NH:21][C@H:22]([C:32]([OH:34])=O)[CH2:23][NH:24][C:25]([O:27][C:28]([CH3:31])([CH3:30])[CH3:29])=[O:26])=[O:20])([CH3:17])([CH3:16])[CH3:15].[ClH:35].CN(C)CCCN=C=NCC.O.ON1C2C=CC=CC=2N=N1.C(N(CC)C(C)C)(C)C.FC(F)(F)C(O)=O.[NH2:74][C@H:75]([C:77]([O:79][CH2:80][CH2:81][O:82][C:83]1[CH:88]=[CH:87][C:86]([C:89]2[C:94]([C:95]#[N:96])=[C:93]([N:97]3[CH2:101][CH2:100][CH2:99][CH2:98]3)[N:92]=[C:91]([S:102][CH2:103][C:104]3[N:105]=[C:106](C4C=CC(Cl)=CC=4)[S:107][CH:108]=3)[C:90]=2[C:116]#[N:117])=[CH:85][CH:84]=1)=[O:78])[CH3:76]. (3) Given the product [CH2:1]([C:3]1([CH2:14][C:15]([OH:17])=[O:16])[C:11]2[C:6](=[CH:7][CH:8]=[C:9]([OH:12])[CH:10]=2)[CH2:5][CH2:4]1)[CH3:2], predict the reactants needed to synthesize it. The reactants are: [CH2:1]([C:3]1([CH2:14][C:15]([OH:17])=[O:16])[C:11]2[C:6](=[CH:7][CH:8]=[C:9]([O:12]C)[CH:10]=2)[CH2:5][CH2:4]1)[CH3:2].CN1C(=O)CCC1.[OH-].[Na+].C(S)CCCCCCCCCCC. (4) Given the product [C:1]([O:5][C:6]([N:8]1[CH2:12][CH2:11][CH2:10][C@@H:9]1[CH3:13])=[O:7])([CH3:4])([CH3:2])[CH3:3], predict the reactants needed to synthesize it. The reactants are: [C:1]([O:5][C:6]([N:8]1[CH2:12][CH2:11][CH2:10][C@H:9]1[CH2:13]OS(C1C=CC(C)=CC=1)(=O)=O)=[O:7])([CH3:4])([CH3:3])[CH3:2].C([BH-](CC)CC)C.[Li+]. (5) The reactants are: [OH:1][C:2]1[CH:7]=[CH:6][C:5]([C:8](=[O:10])[CH3:9])=[C:4]([CH3:11])[CH:3]=1.C(=O)([O-])[O-].[K+].[K+].[CH:18](I)([CH3:20])[CH3:19]. Given the product [CH:18]([O:1][C:2]1[CH:7]=[CH:6][C:5]([C:8](=[O:10])[CH3:9])=[C:4]([CH3:11])[CH:3]=1)([CH3:20])[CH3:19], predict the reactants needed to synthesize it. (6) Given the product [C:1]([O:4][CH:5]1[C:6]([OH:60])([CH3:59])[CH2:16][CH2:17][CH:5]([O:4][C:1](=[O:3])[N:63]([CH2:64][CH3:65])[CH2:61][CH3:62])[CH2:10][C:11]([O:13][CH:14](/[C:19](/[CH3:46])=[CH:20]/[CH:21]=[CH:22]/[CH:23]([CH3:45])[CH2:24][CH:25]2[O:44][CH:26]2[CH:27]([CH3:43])[CH:14]([O:13][C:11](=[O:12])[N:63]([CH2:64][CH3:65])[CH2:61][CH3:62])[CH2:15][CH3:18])[CH:15]([CH3:18])[CH:16]=[CH:17]1)=[O:12])(=[O:3])[CH3:2], predict the reactants needed to synthesize it. The reactants are: [C:1]([O:4][CH:5]1[C:6]([OH:60])([CH3:59])CCC(C(OC2C=CC([N+]([O-])=O)=CC=2)=O)[CH2:10][C:11]([O:13][CH:14](/[C:19](/[CH3:46])=[CH:20]/[CH:21]=[CH:22]/[CH:23]([CH3:45])[CH2:24][CH:25]2[O:44][CH:26]2[CH:27]([CH3:43])C(C(OC2C=CC([N+]([O-])=O)=CC=2)=O)CC)[CH:15]([CH3:18])[CH:16]=[CH:17]1)=[O:12])(=[O:3])[CH3:2].[CH2:61]([NH:63][CH2:64][CH3:65])[CH3:62]. (7) Given the product [CH2:1]([N:3]([CH2:11][C:12]1[N:13]=[C:14]2[S:21][C:20]([CH3:22])=[C:19]([CH:23]3[CH2:25][CH:24]3[C:26]#[N:28])[N:15]2[C:16](=[O:18])[CH:17]=1)[C:4]1[CH:5]=[CH:6][C:7]([F:10])=[CH:8][CH:9]=1)[CH3:2], predict the reactants needed to synthesize it. The reactants are: [CH2:1]([N:3]([CH2:11][C:12]1[N:13]=[C:14]2[S:21][C:20]([CH3:22])=[C:19]([CH:23]3[CH2:25][CH:24]3[C:26]([NH2:28])=O)[N:15]2[C:16](=[O:18])[CH:17]=1)[C:4]1[CH:9]=[CH:8][C:7]([F:10])=[CH:6][CH:5]=1)[CH3:2].FC(F)(F)C(OC(=O)C(F)(F)F)=O.C(N(CC)CC)C. (8) Given the product [CH:23]([S:26]([N:29]1[C:33]2[CH:34]=[C:35]([C:11]3[N:10]=[C:9]([CH3:22])[N:8]([CH2:1][C:2]4[CH:7]=[CH:6][CH:5]=[CH:4][CH:3]=4)[C:12]=3[C:13]3[CH:18]=[CH:17][C:16]([F:19])=[CH:15][C:14]=3[F:20])[CH:36]=[CH:37][C:32]=2[N:31]=[C:30]1[NH2:41])(=[O:27])=[O:28])([CH3:25])[CH3:24], predict the reactants needed to synthesize it. The reactants are: [CH2:1]([N:8]1[C:12]([C:13]2[CH:18]=[CH:17][C:16]([F:19])=[CH:15][C:14]=2[F:20])=[C:11](Br)[N:10]=[C:9]1[CH3:22])[C:2]1[CH:7]=[CH:6][CH:5]=[CH:4][CH:3]=1.[CH:23]([S:26]([N:29]1[C:33]2[CH:34]=[C:35](B(O)O)[CH:36]=[CH:37][C:32]=2[N:31]=[C:30]1[NH2:41])(=[O:28])=[O:27])([CH3:25])[CH3:24].C(=O)([O-])[O-].[Na+].[Na+].